This data is from Forward reaction prediction with 1.9M reactions from USPTO patents (1976-2016). The task is: Predict the product of the given reaction. (1) Given the reactants [CH2:1]([O:3][C:4]([C:6]1[CH2:7][N:8]([C:13]([O:15][CH2:16][C:17]2[CH:22]=[CH:21][CH:20]=[CH:19][CH:18]=2)=[O:14])[CH2:9][CH2:10][C:11]=1[OH:12])=[O:5])[CH3:2].C[Si]([N-][Si](C)(C)C)(C)C.[Na+].C1C=CC(N([S:40]([C:43]([F:46])([F:45])[F:44])(=[O:42])=[O:41])[S:40]([C:43]([F:46])([F:45])[F:44])(=[O:42])=[O:41])=CC=1, predict the reaction product. The product is: [CH2:1]([O:3][C:4]([C:6]1[CH2:7][N:8]([C:13]([O:15][CH2:16][C:17]2[CH:18]=[CH:19][CH:20]=[CH:21][CH:22]=2)=[O:14])[CH2:9][CH2:10][C:11]=1[O:12][S:40]([C:43]([F:46])([F:45])[F:44])(=[O:42])=[O:41])=[O:5])[CH3:2]. (2) Given the reactants Br[C:2]1[CH:3]=[C:4]([O:8][CH3:9])[CH:5]=[CH:6][CH:7]=1.[CH:10]1([NH2:13])[CH2:12][CH2:11]1.CC(C)([O-])C.[Na+].C1C=CC(P(C2C=CC3C(=CC=CC=3)C=2C2C3C(=CC=CC=3)C=CC=2P(C2C=CC=CC=2)C2C=CC=CC=2)C2C=CC=CC=2)=CC=1, predict the reaction product. The product is: [CH:10]1([NH:13][C:2]2[CH:7]=[CH:6][CH:5]=[C:4]([O:8][CH3:9])[CH:3]=2)[CH2:12][CH2:11]1. (3) Given the reactants [Na:1].COC1O[CH2:8][CH:7]([CH2:10][O:11][C:12]2[CH:17]=[CH:16][N:15]=[C:14]([CH2:18][S:19]([C:21]3[NH:25][C:24]4[CH:26]=[CH:27][CH:28]=[CH:29][C:23]=4[N:22]=3)=[O:20])[C:13]=2[CH3:30])CO1.[O:31]1[C:35]2(CCC(O)[CH2:37][CH2:36]2)[O:34][CH2:33][CH2:32]1, predict the reaction product. The product is: [Na:1].[O:31]1[C:35]2([CH2:36][CH2:37][CH:10]([O:11][C:12]3[CH:17]=[CH:16][N:15]=[C:14]([CH2:18][S:19]([C:21]4[NH:22][C:23]5[CH:29]=[CH:28][CH:27]=[CH:26][C:24]=5[N:25]=4)=[O:20])[C:13]=3[CH3:30])[CH2:7][CH2:8]2)[O:34][CH2:33][CH2:32]1. (4) Given the reactants [NH2:1][C@@H:2]([C:6]1[N:15]([NH:16][C:17]2[CH:22]=[CH:21][CH:20]=[CH:19][CH:18]=2)[C:14](=[O:23])[C:13]2[C:8](=[CH:9][C:10]([Cl:24])=[CH:11][CH:12]=2)[N:7]=1)[CH2:3][C:4]#[CH:5].C(N(C(C)C)CC)(C)C.[O:34]=[C:35]1[C:43]2[C:38](=[CH:39][CH:40]=[CH:41][CH:42]=2)[C:37](=[O:44])[N:36]1[CH2:45][CH2:46][CH:47]=O.C(O[BH-](OC(=O)C)OC(=O)C)(=O)C.[Na+].C(=O)([O-])[O-].[Na+].[Na+], predict the reaction product. The product is: [Cl:24][C:10]1[CH:9]=[C:8]2[C:13]([C:14](=[O:23])[N:15]([NH:16][C:17]3[CH:22]=[CH:21][CH:20]=[CH:19][CH:18]=3)[C:6]([C@H:2]([NH:1][CH2:47][CH2:46][CH2:45][N:36]3[C:37](=[O:44])[C:38]4[C:43](=[CH:42][CH:41]=[CH:40][CH:39]=4)[C:35]3=[O:34])[CH2:3][C:4]#[CH:5])=[N:7]2)=[CH:12][CH:11]=1. (5) The product is: [CH2:32]([N:12]([C:3]1[C:2]([Cl:1])=[CH:7][C:6]([C:8]([F:11])([F:9])[F:10])=[CH:5][N:4]=1)[S:13]([C:16]1[CH:25]=[CH:24][C:19]([C:20]([O:22][CH3:23])=[O:21])=[CH:18][CH:17]=1)(=[O:15])=[O:14])[C:33]1[CH:38]=[CH:37][CH:36]=[CH:35][CH:34]=1. Given the reactants [Cl:1][C:2]1[C:3]([NH:12][S:13]([C:16]2[CH:25]=[CH:24][C:19]([C:20]([O:22][CH3:23])=[O:21])=[CH:18][CH:17]=2)(=[O:15])=[O:14])=[N:4][CH:5]=[C:6]([C:8]([F:11])([F:10])[F:9])[CH:7]=1.C([O-])([O-])=O.[K+].[K+].[CH2:32](Br)[C:33]1[CH:38]=[CH:37][CH:36]=[CH:35][CH:34]=1, predict the reaction product. (6) Given the reactants [CH2:1]([O:3][C:4]([C:6]1[O:10][N:9]=[C:8]([C:11]2[CH:16]=[CH:15][C:14]([O:17]C)=[CH:13][CH:12]=2)[CH:7]=1)=[O:5])[CH3:2].B(Br)(Br)Br, predict the reaction product. The product is: [CH2:1]([O:3][C:4]([C:6]1[O:10][N:9]=[C:8]([C:11]2[CH:12]=[CH:13][C:14]([OH:17])=[CH:15][CH:16]=2)[CH:7]=1)=[O:5])[CH3:2].